Dataset: Forward reaction prediction with 1.9M reactions from USPTO patents (1976-2016). Task: Predict the product of the given reaction. (1) Given the reactants [CH3:1][O:2][C:3](=[O:21])[C:4]1[CH:9]=[C:8](Br)[C:7]([F:11])=[C:6]([F:12])[C:5]=1[NH:13][C:14]1[CH:19]=[CH:18][CH:17]=[CH:16][C:15]=1[F:20].[CH3:22][N:23]1C(=O)CCC1, predict the reaction product. The product is: [CH3:1][O:2][C:3](=[O:21])[C:4]1[CH:9]=[C:8]([C:22]#[N:23])[C:7]([F:11])=[C:6]([F:12])[C:5]=1[NH:13][C:14]1[CH:19]=[CH:18][CH:17]=[CH:16][C:15]=1[F:20]. (2) Given the reactants [CH3:1][O:2][C:3]1[C:12]2[C:11]3[CH:13]=[CH:14][C:15]([CH2:17][S:18]([NH2:21])(=[O:20])=[O:19])=[CH:16][C:10]=3[CH:9]([C:22]3[CH:27]=[CH:26][CH:25]=[C:24]([C:28]([O:30]CC)=[O:29])[CH:23]=3)[O:8][C:7]=2[CH:6]=[CH:5][CH:4]=1.[Li+].[OH-].Cl.C(OCC)(=O)C, predict the reaction product. The product is: [CH3:1][O:2][C:3]1[C:12]2[C:11]3[CH:13]=[CH:14][C:15]([CH2:17][S:18]([NH2:21])(=[O:20])=[O:19])=[CH:16][C:10]=3[CH:9]([C:22]3[CH:27]=[CH:26][CH:25]=[C:24]([C:28]([OH:30])=[O:29])[CH:23]=3)[O:8][C:7]=2[CH:6]=[CH:5][CH:4]=1. (3) Given the reactants C1C=CC(P(C2C=CC=CC=2)C2C=CC=CC=2)=CC=1.Br/[CH:21]=[C:22](/[CH:24]1[CH2:26][CH2:25]1)\[F:23].[C:27]([Si:29]([CH3:32])([CH3:31])[CH3:30])#[CH:28].CCN(CC)CC, predict the reaction product. The product is: [CH:24]1(/[C:22](/[F:23])=[CH:21]/[C:28]#[C:27][Si:29]([CH3:32])([CH3:31])[CH3:30])[CH2:26][CH2:25]1. (4) Given the reactants [NH:1]([CH:8]1[CH2:13][C:12](=[O:14])[N:11]([C:15]2[CH:20]=[CH:19][CH:18]=[CH:17][CH:16]=2)[C:9]1=[O:10])[C:2]1[CH:7]=[CH:6][CH:5]=[CH:4][CH:3]=1.[C:21]1(=[O:27])[O:26][C:24](=[O:25])[CH:23]=[CH:22]1, predict the reaction product. The product is: [O:10]=[C:9]1[CH:8]([N:1]([C:2]2[CH:3]=[CH:4][CH:5]=[CH:6][CH:7]=2)[C:21](=[O:27])/[CH:22]=[CH:23]\[C:24]([OH:26])=[O:25])[CH2:13][C:12](=[O:14])[N:11]1[C:15]1[CH:16]=[CH:17][CH:18]=[CH:19][CH:20]=1.